Task: Predict the reaction yield, written as a fraction of the theoretical maximum amount of product (1.0 means a 100% yield; for example, 0.34 means a 34% yield).. Dataset: Reaction yield outcomes from USPTO patents with 853,638 reactions (1) The reactants are [Br:1]N1C(=O)CCC1=O.C([O:11][C:12]([C:14]1[C:19]([O:20][CH3:21])=[CH:18][CH:17]=[CH:16][N:15]=1)=[CH2:13])C. The catalyst is C1COCC1.O. The product is [Br:1][CH2:11][C:12]([C:14]1[C:19]([O:20][CH3:21])=[CH:18][CH:17]=[CH:16][N:15]=1)=[O:13]. The yield is 0.540. (2) The reactants are [NH2:1][C:2]1[CH:6]=[CH:5][S:4][C:3]=1C(OC)=O.[OH-].[Na+].Cl.[C:14]([OH:19])(=[O:18])[C:15]([OH:17])=[O:16]. The catalyst is CCOCC. The product is [C:14]([OH:19])(=[O:18])[C:15]([OH:17])=[O:16].[NH2:1][C:2]1[CH:6]=[CH:5][S:4][CH:3]=1. The yield is 0.700.